From a dataset of Human liver microsome stability data. Regression/Classification. Given a drug SMILES string, predict its absorption, distribution, metabolism, or excretion properties. Task type varies by dataset: regression for continuous measurements (e.g., permeability, clearance, half-life) or binary classification for categorical outcomes (e.g., BBB penetration, CYP inhibition). Dataset: hlm. The drug is O=c1c(-c2ccccc2F)c2n(c(=O)n1CCCCN1CCCC(c3c[nH]c4ccccc34)C1)CCCC2. The result is 1 (stable in human liver microsomes).